Dataset: Catalyst prediction with 721,799 reactions and 888 catalyst types from USPTO. Task: Predict which catalyst facilitates the given reaction. Reactant: [O:1]([CH2:8][C:9]1[CH:14]=[CH:13][C:12]([CH2:15][CH2:16][C:17]([C:19]2[O:20][C:21]([C:24]3[N:29]=[CH:28][C:27]([C:30]([O:32]C)=[O:31])=[CH:26][CH:25]=3)=[CH:22][N:23]=2)=[O:18])=[CH:11][CH:10]=1)[C:2]1[CH:7]=[CH:6][CH:5]=[CH:4][CH:3]=1.[Li+].[OH-].Cl. Product: [O:1]([CH2:8][C:9]1[CH:10]=[CH:11][C:12]([CH2:15][CH2:16][C:17]([C:19]2[O:20][C:21]([C:24]3[N:29]=[CH:28][C:27]([C:30]([OH:32])=[O:31])=[CH:26][CH:25]=3)=[CH:22][N:23]=2)=[O:18])=[CH:13][CH:14]=1)[C:2]1[CH:7]=[CH:6][CH:5]=[CH:4][CH:3]=1. The catalyst class is: 249.